From a dataset of Forward reaction prediction with 1.9M reactions from USPTO patents (1976-2016). Predict the product of the given reaction. (1) Given the reactants [S:1]1[C:5]2[CH:6]=[CH:7][CH:8]=[CH:9][C:4]=2[N:3]=[C:2]1[NH:10][C@H:11]1[CH2:14][C@H:13]([NH2:15])[CH2:12]1.[Cl:16][C:17]1[C:22](Cl)=[N:21][CH:20]=[CH:19][N:18]=1, predict the reaction product. The product is: [S:1]1[C:5]2[CH:6]=[CH:7][CH:8]=[CH:9][C:4]=2[N:3]=[C:2]1[NH:10][C@H:11]1[CH2:12][C@H:13]([NH:15][C:22]2[C:17]([Cl:16])=[N:18][CH:19]=[CH:20][N:21]=2)[CH2:14]1. (2) Given the reactants [Cl:1][C:2]1[CH:7]=[CH:6][CH:5]=[C:4]([Cl:8])[C:3]=1[CH2:9][CH2:10][OH:11].[CH3:12][S:13](Cl)(=[O:15])=[O:14], predict the reaction product. The product is: [CH3:12][S:13]([O:11][CH2:10][CH2:9][C:3]1[C:2]([Cl:1])=[CH:7][CH:6]=[CH:5][C:4]=1[Cl:8])(=[O:15])=[O:14]. (3) Given the reactants [CH3:1][N:2]1[C:14]([CH2:15][CH:16]([CH3:18])[CH3:17])=[C:13]2[C:4]([C:5]([NH2:19])=[N:6][C:7]3[CH:8]=[CH:9][CH:10]=[CH:11][C:12]=32)=[N:3]1.[F:20][C:21]([F:26])([F:25])[C:22]([OH:24])=[O:23], predict the reaction product. The product is: [F:20][C:21]([F:26])([F:25])[C:22]([OH:24])=[O:23].[CH3:1][N:2]1[C:14]([CH2:15][CH:16]([CH3:17])[CH3:18])=[C:13]2[C:4]([C:5]([NH2:19])=[N:6][C:7]3[CH2:8][CH2:9][CH2:10][CH2:11][C:12]=32)=[N:3]1. (4) Given the reactants [OH:1][CH2:2][CH2:3][CH2:4][C:5]1[CH:6]=[C:7]([C:11]#[C:12]C(C)(O)C)[CH:8]=[CH:9][CH:10]=1.[OH-].[K+], predict the reaction product. The product is: [C:11]([C:7]1[CH:6]=[C:5]([CH2:4][CH2:3][CH2:2][OH:1])[CH:10]=[CH:9][CH:8]=1)#[CH:12].